From a dataset of Reaction yield outcomes from USPTO patents with 853,638 reactions. Predict the reaction yield, written as a fraction of the theoretical maximum amount of product (1.0 means a 100% yield; for example, 0.34 means a 34% yield). (1) The reactants are [CH:1]1([NH:4][C:5]([C:7]2[N:8]=[N:9][N:10]([C:16]3[CH:21]=[CH:20][C:19]([C:22]([NH:24][CH2:25][CH3:26])=[O:23])=[CH:18][CH:17]=3)[C:11]=2[CH2:12][CH2:13][CH2:14]O)=[O:6])[CH2:3][CH2:2]1.C(N(S(F)(F)[F:33])CC)C.C(=O)([O-])O.[Na+]. The catalyst is ClCCl. The product is [CH:1]1([NH:4][C:5]([C:7]2[N:8]=[N:9][N:10]([C:16]3[CH:21]=[CH:20][C:19]([C:22]([NH:24][CH2:25][CH3:26])=[O:23])=[CH:18][CH:17]=3)[C:11]=2[CH2:12][CH2:13][CH2:14][F:33])=[O:6])[CH2:3][CH2:2]1. The yield is 0.0600. (2) The reactants are Br[C:2]1[C:11]2[C:6](=[CH:7][CH:8]=[C:9]([O:12][CH3:13])[CH:10]=2)[C:5](=[O:14])[NH:4][CH:3]=1.[NH:15]1[CH2:20][CH2:19][O:18][CH2:17][CH2:16]1.CCN(C(C)C)C(C)C. The catalyst is C(O)CO. The product is [CH3:13][O:12][C:9]1[CH:10]=[C:11]2[C:6](=[CH:7][CH:8]=1)[C:5]([OH:14])=[N:4][CH:3]=[C:2]2[N:15]1[CH2:20][CH2:19][O:18][CH2:17][CH2:16]1. The yield is 0.538. (3) The reactants are [OH:1][C:2]1[N:3]=[C:4]([C:9]2[CH:10]=[C:11]([CH:15]=[CH:16][CH:17]=2)[C:12]([OH:14])=[O:13])[NH:5][C:6](=[O:8])[CH:7]=1.[NH4+:18].NC(=N)C1C=[C:23](C=CC=1)[C:24]([O-:26])=[O:25].C([O:39][CH2:40]C)(=O)CC(OCC)=O.C[O-].[Na+].Cl. The catalyst is O.COCCO. The product is [C:24]([CH2:23][NH:18][C:40]([C:7]1[C:6](=[O:8])[NH:5][C:4]([C:9]2[CH:10]=[C:11]([CH:15]=[CH:16][CH:17]=2)[C:12]([OH:14])=[O:13])=[N:3][C:2]=1[OH:1])=[O:39])([OH:26])=[O:25]. The yield is 0.960. (4) The reactants are Cl[CH2:2][C:3]1[CH:28]=[CH:27][C:6]([C:7]([NH:9][C:10]2[S:11][C:12]3[C:18]([N:19]4[CH2:24][CH2:23][O:22][CH2:21][CH2:20]4)=[CH:17][CH:16]=[C:15]([O:25][CH3:26])[C:13]=3[N:14]=2)=[O:8])=[CH:5][CH:4]=1.[CH3:29][NH:30][CH2:31][CH2:32][O:33][C:34](=[O:45])[C:35]1[CH:40]=[CH:39][C:38]([O:41][CH3:42])=[C:37]([O:43][CH3:44])[CH:36]=1.C(N(C(C)C)C(C)C)C. No catalyst specified. The product is [CH3:26][O:25][C:15]1[C:13]2[N:14]=[C:10]([NH:9][C:7]([C:6]3[CH:5]=[CH:4][C:3]([CH2:2][N:30]([CH3:29])[CH2:31][CH2:32][O:33][C:34](=[O:45])[C:35]4[CH:40]=[CH:39][C:38]([O:41][CH3:42])=[C:37]([O:43][CH3:44])[CH:36]=4)=[CH:28][CH:27]=3)=[O:8])[S:11][C:12]=2[C:18]([N:19]2[CH2:24][CH2:23][O:22][CH2:21][CH2:20]2)=[CH:17][CH:16]=1. The yield is 0.570.